From a dataset of Forward reaction prediction with 1.9M reactions from USPTO patents (1976-2016). Predict the product of the given reaction. Given the reactants C(=O)([O-])[O-].[Na+].[Na+].[NH:7]1[CH2:13][CH2:12][CH2:11][NH:10][CH2:9][CH2:8]1.Br[CH2:15][C:16]([O:18][CH2:19][CH3:20])=[O:17], predict the reaction product. The product is: [CH2:19]([O:18][C:16](=[O:17])[CH2:15][N:7]1[CH2:13][CH2:12][CH2:11][NH:10][CH2:9][CH2:8]1)[CH3:20].